From a dataset of Reaction yield outcomes from USPTO patents with 853,638 reactions. Predict the reaction yield, written as a fraction of the theoretical maximum amount of product (1.0 means a 100% yield; for example, 0.34 means a 34% yield). (1) The reactants are [F:1][C:2]([F:6])([F:5])[CH2:3][O-:4].[Na+].[Na].FC(F)(F)CO.[Cl:15][C:16]1[CH:21]=[C:20](F)[C:19]([CH3:23])=[CH:18][C:17]=1[N+:24]([O-:26])=[O:25].C(O)(=O)CC(CC(O)=O)(C(O)=O)O.[H-].[Na+]. The catalyst is CN(C=O)C.O. The product is [Cl:15][C:16]1[CH:21]=[C:20]([O:4][CH2:3][C:2]([F:6])([F:5])[F:1])[C:19]([CH3:23])=[CH:18][C:17]=1[N+:24]([O-:26])=[O:25]. The yield is 0.530. (2) The reactants are [Br:1][C:2]1[CH:7]=[C:6]([F:8])[CH:5]=[CH:4][C:3]=1[NH2:9].[CH:10](=O)/[CH:11]=[CH:12]/[CH3:13].O.[NH4+].[OH-]. The catalyst is Cl.[Cl-].[Cl-].[Zn+2]. The product is [Br:1][C:2]1[CH:7]=[C:6]([F:8])[CH:5]=[C:4]2[C:3]=1[N:9]=[C:12]([CH3:13])[CH:11]=[CH:10]2. The yield is 0.850. (3) The reactants are [Cl:1][C:2]1[CH:3]=[C:4]2[C:8](=[C:9]([NH:11][CH:12]3[CH2:17][CH2:16][O:15][CH2:14][CH2:13]3)[CH:10]=1)[NH:7][C:6]([C:18]1[S:19][CH2:20][C@@H:21]([CH2:23][C:24]([OH:26])=O)[N:22]=1)=[CH:5]2.[NH:27]1[CH2:32][CH2:31][O:30][CH2:29][CH2:28]1. No catalyst specified. The product is [Cl:1][C:2]1[CH:3]=[C:4]2[C:8](=[C:9]([NH:11][CH:12]3[CH2:17][CH2:16][O:15][CH2:14][CH2:13]3)[CH:10]=1)[NH:7][C:6]([C:18]1[S:19][CH2:20][C@@H:21]([CH2:23][C:24]([N:27]3[CH2:32][CH2:31][O:30][CH2:29][CH2:28]3)=[O:26])[N:22]=1)=[CH:5]2. The yield is 0.680. (4) The reactants are [Mg].Cl[CH:3]1[CH2:8][CH2:7][O:6][CH2:5][CH2:4]1.[O:9]=[C:10]1[C:15]([CH2:16][C:17]2[CH:22]=[CH:21][C:20]([C:23]3[C:24]([C:29]#[N:30])=[CH:25][CH:26]=[CH:27][CH:28]=3)=[CH:19][CH:18]=2)=[C:14]([CH2:31][CH2:32][CH3:33])[N:13]2[N:34]=[CH:35][N:36]=[C:12]2[N:11]1[CH:37]1[CH2:42][CH2:41][C:40](=[O:43])[CH2:39][CH2:38]1.Cl. The catalyst is BrCCBr.O1CCCC1. The product is [OH:43][C:40]1([CH:3]2[CH2:8][CH2:7][O:6][CH2:5][CH2:4]2)[CH2:41][CH2:42][CH:37]([N:11]2[C:10](=[O:9])[C:15]([CH2:16][C:17]3[CH:22]=[CH:21][C:20]([C:23]4[C:24]([C:29]#[N:30])=[CH:25][CH:26]=[CH:27][CH:28]=4)=[CH:19][CH:18]=3)=[C:14]([CH2:31][CH2:32][CH3:33])[N:13]3[N:34]=[CH:35][N:36]=[C:12]23)[CH2:38][CH2:39]1. The yield is 0.200. (5) The reactants are [BH4-].[Na+].[Cl:3][C:4]1[N:5]([C:15]2[CH:22]=[CH:21][CH:20]=[CH:19][C:16]=2[C:17]#[N:18])[C:6]2[C:11]([C:12]=1[CH:13]=[O:14])=[CH:10][CH:9]=[CH:8][CH:7]=2. The catalyst is C(Cl)Cl.CO.[NH4+].[Cl-]. The product is [Cl:3][C:4]1[N:5]([C:15]2[CH:22]=[CH:21][CH:20]=[CH:19][C:16]=2[C:17]#[N:18])[C:6]2[C:11]([C:12]=1[CH2:13][OH:14])=[CH:10][CH:9]=[CH:8][CH:7]=2. The yield is 1.00. (6) The reactants are [CH3:1][CH:2]([N:4]1[C:12]([CH:13]=[CH:14][CH:15]([OH:27])[CH2:16][CH:17]([OH:26])[CH2:18][C:19]([O:21]C(C)(C)C)=[O:20])=[C:11]([C:28]2[CH:33]=[CH:32][C:31]([F:34])=[CH:30][CH:29]=2)[C:10]2[C:5]1=[CH:6][CH:7]=[CH:8][CH:9]=2)[CH3:3].O.[OH-].[Na+:37]. The catalyst is CCO. The product is [CH3:3][CH:2]([N:4]1[C:12](/[CH:13]=[CH:14]/[CH:15]([OH:27])[CH2:16][CH:17]([OH:26])[CH2:18][C:19]([O-:21])=[O:20])=[C:11]([C:28]2[CH:29]=[CH:30][C:31]([F:34])=[CH:32][CH:33]=2)[C:10]2[CH:9]=[CH:8][CH:7]=[CH:6][C:5]1=2)[CH3:1].[Na+:37]. The yield is 0.600. (7) The reactants are Cl.Cl.[NH2:3][CH2:4][C@@:5]1([OH:13])[CH:10]2[CH2:11][CH2:12][N:7]([CH2:8][CH2:9]2)[CH2:6]1.C([O-])([O-])=O.[Cs+].[Cs+].[N:20]([C:23]1[N:28]=[CH:27][N:26]=[C:25]([C:29]2[CH:30]=[N:31][C:32]([O:35][CH3:36])=[N:33][CH:34]=2)[CH:24]=1)=[C:21]=S.C(N=C=NC(C)C)(C)C. The catalyst is CN(C)C=O. The product is [CH3:36][O:35][C:32]1[N:33]=[CH:34][C:29]([C:25]2[CH:24]=[C:23]([NH:20][C:21]3[O:13][C@:5]4([CH2:4][N:3]=3)[CH:10]3[CH2:9][CH2:8][N:7]([CH2:12][CH2:11]3)[CH2:6]4)[N:28]=[CH:27][N:26]=2)=[CH:30][N:31]=1. The yield is 0.460. (8) The reactants are [CH2:1]([N:8]1[CH2:14][CH:13]2[C:15](=O)[CH:10]([CH2:11][CH2:12]2)[CH2:9]1)[C:2]1[CH:7]=[CH:6][CH:5]=[CH:4][CH:3]=1.[CH3:17][NH:18][CH3:19]. The catalyst is C(Cl)Cl. The product is [CH2:1]([N:8]1[CH2:14][CH:13]2[CH:15]([N:18]([CH3:19])[CH3:17])[CH:10]([CH2:11][CH2:12]2)[CH2:9]1)[C:2]1[CH:7]=[CH:6][CH:5]=[CH:4][CH:3]=1. The yield is 0.670.